Dataset: Reaction yield outcomes from USPTO patents with 853,638 reactions. Task: Predict the reaction yield, written as a fraction of the theoretical maximum amount of product (1.0 means a 100% yield; for example, 0.34 means a 34% yield). (1) The reactants are N1C(C=O)=CN2C=CC=CC=12.CN[C@@H]1C2N=CC=CC=2CCC1.[CH3:24][N:25]([CH2:36][C:37]1[N:38]=[C:39]2[CH:44]=[CH:43][CH:42]=[CH:41][N:40]2[C:45]=1C1C=CN=CC=1)[C@@H:26]1[C:35]2[N:34]=[CH:33][CH:32]=[CH:31][C:30]=2[CH2:29][CH2:28][CH2:27]1. No catalyst specified. The product is [N:38]1[C:37]([CH2:36][N:25]([CH3:24])[C@@H:26]2[C:35]3[N:34]=[CH:33][CH:32]=[CH:31][C:30]=3[CH2:29][CH2:28][CH2:27]2)=[CH:45][N:40]2[CH:41]=[CH:42][CH:43]=[CH:44][C:39]=12. The yield is 1.00. (2) The reactants are [CH2:1]([C:5]1[N:6]=[C:7]([CH3:27])[NH:8][C:9](=[O:26])[C:10]=1[CH2:11][C:12]1[CH:17]=[CH:16][C:15]([C:18]2[C:19]([C:24]#[N:25])=[CH:20][CH:21]=[CH:22][CH:23]=2)=[CH:14][CH:13]=1)[CH2:2][CH2:3][CH3:4].[C:28]([O:32][C:33]1[CH:38]=[CH:37][C:36](B(O)O)=[CH:35][CH:34]=1)([CH3:31])([CH3:30])[CH3:29].C(N(CC)CC)C.N1C=CC=CC=1. The catalyst is ClCCl.C(OCC)(=O)C.C([O-])(=O)C.[Cu+2].C([O-])(=O)C. The product is [C:28]([O:32][C:33]1[CH:38]=[CH:37][C:36]([N:8]2[C:9](=[O:26])[C:10]([CH2:11][C:12]3[CH:17]=[CH:16][C:15]([C:18]4[C:19]([C:24]#[N:25])=[CH:20][CH:21]=[CH:22][CH:23]=4)=[CH:14][CH:13]=3)=[C:5]([CH2:1][CH2:2][CH2:3][CH3:4])[N:6]=[C:7]2[CH3:27])=[CH:35][CH:34]=1)([CH3:31])([CH3:29])[CH3:30]. The yield is 0.720.